From a dataset of Full USPTO retrosynthesis dataset with 1.9M reactions from patents (1976-2016). Predict the reactants needed to synthesize the given product. (1) Given the product [CH2:13]([O:20][C:21]1[CH:29]=[C:28]([O:30][CH2:31][C:32]2[CH:33]=[CH:34][CH:35]=[CH:36][CH:37]=2)[C:27]([C:38]([CH3:40])=[CH2:39])=[CH:26][C:22]=1[C:23]([N:53]1[CH2:52][C:51]2[C:55](=[CH:56][CH:57]=[C:49]([CH2:48][N:45]3[CH2:46][CH2:47][N:42]([CH3:41])[CH2:43][CH2:44]3)[CH:50]=2)[CH2:54]1)=[O:24])[C:14]1[CH:15]=[CH:16][CH:17]=[CH:18][CH:19]=1, predict the reactants needed to synthesize it. The reactants are: C(N1C=CN=C1)(N1C=CN=C1)=O.[CH2:13]([O:20][C:21]1[CH:29]=[C:28]([O:30][CH2:31][C:32]2[CH:37]=[CH:36][CH:35]=[CH:34][CH:33]=2)[C:27]([C:38]([CH3:40])=[CH2:39])=[CH:26][C:22]=1[C:23](O)=[O:24])[C:14]1[CH:19]=[CH:18][CH:17]=[CH:16][CH:15]=1.[CH3:41][N:42]1[CH2:47][CH2:46][N:45]([CH2:48][C:49]2[CH:50]=[C:51]3[C:55](=[CH:56][CH:57]=2)[CH2:54][NH:53][CH2:52]3)[CH2:44][CH2:43]1. (2) Given the product [CH2:1]([O:3][C:4]([C:6]1[CH2:7][N:8]([C:20]([O:22][C:23]([CH3:24])([CH3:25])[CH3:26])=[O:21])[CH2:9][CH2:10][C:11]=1[C:46]1[CH:45]=[N:44][C:43]([O:42][CH2:41][C:39]2[O:38][N:37]=[C:36]([C:29]3[C:30]([F:35])=[CH:31][CH:32]=[C:33]([F:34])[C:28]=3[Cl:27])[CH:40]=2)=[CH:48][CH:47]=1)=[O:5])[CH3:2], predict the reactants needed to synthesize it. The reactants are: [CH2:1]([O:3][C:4]([C:6]1[CH2:7][N:8]([C:20]([O:22][C:23]([CH3:26])([CH3:25])[CH3:24])=[O:21])[CH2:9][CH2:10][C:11]=1OS(C(F)(F)F)(=O)=O)=[O:5])[CH3:2].[Cl:27][C:28]1[C:33]([F:34])=[CH:32][CH:31]=[C:30]([F:35])[C:29]=1[C:36]1[CH:40]=[C:39]([CH2:41][O:42][C:43]2[CH:48]=[CH:47][C:46](B3OC(C)(C)C(C)(C)O3)=[CH:45][N:44]=2)[O:38][N:37]=1.C([O-])([O-])=O.[Na+].[Na+].N#N. (3) Given the product [Cl:23][C:18]1[CH:19]=[CH:20][CH:21]=[C:22]2[C:17]=1[C:16]([C:24](=[O:26])[NH:28][CH2:29][C:30]1([OH:38])[CH2:31][CH2:32][C:33]([F:37])([F:36])[CH2:34][CH2:35]1)=[CH:15][N:14]2[CH2:13][C@@H:9]1[CH2:10][CH2:11][CH2:12][N:8]1[C:6]([O:5][C:1]([CH3:2])([CH3:4])[CH3:3])=[O:7], predict the reactants needed to synthesize it. The reactants are: [C:1]([O:5][C:6]([N:8]1[CH2:12][CH2:11][CH2:10][C@H:9]1[CH2:13][N:14]1[C:22]2[C:17](=[C:18]([Cl:23])[CH:19]=[CH:20][CH:21]=2)[C:16]([C:24]([OH:26])=O)=[CH:15]1)=[O:7])([CH3:4])([CH3:3])[CH3:2].Cl.[NH2:28][CH2:29][C:30]1([OH:38])[CH2:35][CH2:34][C:33]([F:37])([F:36])[CH2:32][CH2:31]1.CCN=C=NCCCN(C)C.C1C=CC2N(O)N=NC=2C=1. (4) Given the product [CH2:1]([C:5]1[N:6]=[C:7]([CH3:27])[N:8]([CH2:66][C:62]2[S:61][C:60]([CH3:59])=[N:64][C:63]=2[CH3:65])[C:9](=[O:26])[C:10]=1[CH2:11][C:12]1[CH:17]=[CH:16][C:15]([C:18]2[C:19]([C:24]#[N:25])=[CH:20][CH:21]=[CH:22][CH:23]=2)=[CH:14][CH:13]=1)[CH2:2][CH2:3][CH3:4], predict the reactants needed to synthesize it. The reactants are: [CH2:1]([C:5]1[N:6]=[C:7]([CH3:27])[NH:8][C:9](=[O:26])[C:10]=1[CH2:11][C:12]1[CH:17]=[CH:16][C:15]([C:18]2[C:19]([C:24]#[N:25])=[CH:20][CH:21]=[CH:22][CH:23]=2)=[CH:14][CH:13]=1)[CH2:2][CH2:3][CH3:4].N(C(N1CCCCC1)=O)=NC(N1CCCCC1)=O.C(P(CCCC)CCCC)CCC.[CH3:59][C:60]1[S:61][C:62]([CH2:66]O)=[C:63]([CH3:65])[N:64]=1.BrC1C(=O)N(CC2C=CC(C3C(C#N)=CC=CC=3)=CC=2)C(CCCC)=NC=1C. (5) Given the product [Cl-:21].[CH3:9][C:8]1[SH+:10][CH:11]=[CH:19][CH:18]=[CH:17][CH:13]=[CH:12][CH:7]=1, predict the reactants needed to synthesize it. The reactants are: CN(C1C=C[C:7]2N=[C:19]3[C:11](=[CH:12][C:13]([CH:17]=[CH:18]3)=[N+](C)C)[S:10][C:8]=2[CH:9]=1)C.[ClH:21]. (6) Given the product [CH:1]([NH:4][C:5]1[N:13]=[CH:12][C:11]([C:14]([F:17])([F:16])[F:15])=[CH:10][C:6]=1[C:7]([NH:23][C:19]([CH3:20])([C:21]#[CH:22])[CH3:18])=[O:9])([CH3:2])[CH3:3], predict the reactants needed to synthesize it. The reactants are: [CH:1]([NH:4][C:5]1[N:13]=[CH:12][C:11]([C:14]([F:17])([F:16])[F:15])=[CH:10][C:6]=1[C:7]([OH:9])=O)([CH3:3])[CH3:2].[CH3:18][C:19]([NH2:23])([C:21]#[CH:22])[CH3:20].CCN=C=NCCCN(C)C.CCN(C(C)C)C(C)C.C1C=CC2N(O)N=NC=2C=1. (7) Given the product [Cl:1][C:2]1[CH:3]=[CH:4][C:5]([CH2:6][NH:7][CH2:8][CH3:9])=[CH:11][CH:12]=1, predict the reactants needed to synthesize it. The reactants are: [Cl:1][C:2]1[CH:12]=[CH:11][C:5]([CH2:6][NH:7][C:8](=O)[CH3:9])=[CH:4][CH:3]=1.B.CSC.Cl.